Dataset: Full USPTO retrosynthesis dataset with 1.9M reactions from patents (1976-2016). Task: Predict the reactants needed to synthesize the given product. (1) Given the product [CH3:13][N:14]([CH3:16])[CH:15]=[CH:1][C:2]1[CH:7]=[CH:6][N:5]=[CH:4][CH:3]=1, predict the reactants needed to synthesize it. The reactants are: [CH3:1][C:2]1[CH:7]=[CH:6][N:5]=[CH:4][CH:3]=1.CC(O[CH:13](N(C)C)[N:14]([CH3:16])[CH3:15])(C)C. (2) Given the product [F:1][C:2]1[CH:3]=[CH:4][C:5]([NH:6][C:7]([NH:9][C:10]2[CH:31]=[CH:30][C:13]([O:14][C:15]3[C:24]4[C:19](=[CH:20][C:21]([O:28][CH3:29])=[C:22]([C:25]([O:27][CH2:41][CH2:42][O:67][CH3:66])=[O:26])[CH:23]=4)[N:18]=[CH:17][CH:16]=3)=[CH:12][CH:11]=2)=[O:8])=[CH:32][CH:33]=1, predict the reactants needed to synthesize it. The reactants are: [F:1][C:2]1[CH:33]=[CH:32][C:5]([NH:6][C:7]([NH:9][C:10]2[CH:31]=[CH:30][C:13]([O:14][C:15]3[C:24]4[C:19](=[CH:20][C:21]([O:28][CH3:29])=[C:22]([C:25]([OH:27])=[O:26])[CH:23]=4)[N:18]=[CH:17][CH:16]=3)=[CH:12][CH:11]=2)=[O:8])=[CH:4][CH:3]=1.Cl.C(N=C=NC[CH2:41][CH2:42]N(C)C)C.O.ON1C2C=CC=CC=2N=N1.C(N(CC)CC)C.CN(C)[CH:66]=[O:67]. (3) Given the product [CH2:5]([O:12][C:13]([CH2:15][CH2:16][CH2:17][CH2:18][CH2:19][CH2:20][CH2:21][CH2:22][CH2:23][CH2:24][CH2:25][CH2:26][CH2:27][CH2:28][C:29]([Cl:3])=[O:31])=[O:14])[C:6]1[CH:11]=[CH:10][CH:9]=[CH:8][CH:7]=1, predict the reactants needed to synthesize it. The reactants are: S(Cl)([Cl:3])=O.[CH2:5]([O:12][C:13]([CH2:15][CH2:16][CH2:17][CH2:18][CH2:19][CH2:20][CH2:21][CH2:22][CH2:23][CH2:24][CH2:25][CH2:26][CH2:27][CH2:28][C:29]([OH:31])=O)=[O:14])[C:6]1[CH:11]=[CH:10][CH:9]=[CH:8][CH:7]=1. (4) Given the product [NH2:12][C:5]1[C:4]([CH3:16])=[C:3]([CH:8]=[CH:7][C:6]=1[N+:9]([O-:11])=[O:10])[C:1]#[N:2], predict the reactants needed to synthesize it. The reactants are: [C:1]([C:3]1[C:4]([CH3:16])=[C:5]([NH:12]C(=O)C)[C:6]([N+:9]([O-:11])=[O:10])=[CH:7][CH:8]=1)#[N:2].OS(O)(=O)=O.